Dataset: Forward reaction prediction with 1.9M reactions from USPTO patents (1976-2016). Task: Predict the product of the given reaction. Given the reactants FC(F)(F)S(O[C:7]1[C:8]([CH3:46])([CH3:45])[C@H:9]2[C@:22]([CH3:25])([CH2:23][CH:24]=1)[C@@H:21]1[C@:12]([CH3:44])([C@@:13]3([CH3:43])[C@H:18]([CH2:19][CH2:20]1)[C@H:17]1[C@H:26]([C:29]([CH3:31])=[CH2:30])[CH2:27][CH2:28][C@:16]1([NH:32][CH2:33][CH2:34][N:35]1[CH2:40][CH2:39][S:38](=[O:42])(=[O:41])[CH2:37][CH2:36]1)[CH2:15][CH2:14]3)[CH2:11][CH2:10]2)(=O)=O.CC1(C)C(C)(C)OB([C:57]2[CH2:67][CH2:66][C:60]3([C:64](=[O:65])[O:63][CH2:62][CH2:61]3)[CH2:59][CH:58]=2)O1, predict the reaction product. The product is: [O:42]=[S:38]1(=[O:41])[CH2:39][CH2:40][N:35]([CH2:34][CH2:33][NH:32][C@:16]23[CH2:28][CH2:27][C@@H:26]([C:29]([CH3:31])=[CH2:30])[C@@H:17]2[C@@H:18]2[C@@:13]([CH3:43])([CH2:14][CH2:15]3)[C@@:12]3([CH3:44])[C@@H:21]([C@:22]4([CH3:25])[C@@H:9]([CH2:10][CH2:11]3)[C:8]([CH3:45])([CH3:46])[C:7]([C:57]3[CH2:67][CH2:66][C:60]5([C:64](=[O:65])[O:63][CH2:62][CH2:61]5)[CH2:59][CH:58]=3)=[CH:24][CH2:23]4)[CH2:20][CH2:19]2)[CH2:36][CH2:37]1.